Dataset: Full USPTO retrosynthesis dataset with 1.9M reactions from patents (1976-2016). Task: Predict the reactants needed to synthesize the given product. (1) Given the product [CH2:6]=[CH:1][CH:2]=[CH2:3].[CH2:11]=[CH:12][C:13]1[CH:18]=[CH:17][CH:16]=[CH:15][CH:14]=1, predict the reactants needed to synthesize it. The reactants are: [CH2:1]1[CH2:6]CC[CH2:3][CH2:2]1.C=CC=C.[CH2:11]=[CH:12][C:13]1[CH:18]=[CH:17][CH:16]=[CH:15][CH:14]=1.[Li]CCCC. (2) Given the product [CH3:25][N:20]1[C:21](=[O:24])[C:22]2=[CH:23][N:15]([CH2:14][C:13]3[CH:12]=[CH:11][C:10]([N:5]4[CH:9]=[CH:8][CH:7]=[N:6]4)=[CH:34][CH:33]=3)[N:16]=[C:17]2[N:18]2[C@H:31]3[CH2:30][CH2:29][CH2:28][C@H:27]3[N:26]=[C:19]12, predict the reactants needed to synthesize it. The reactants are: S(Cl)(Cl)=O.[N:5]1([C:10]2[CH:34]=[CH:33][C:13]([CH2:14][N:15]3[CH:23]=[C:22]4[C:17]([N:18]=[C:19]([NH:26][C@@H:27]5[CH2:31][CH2:30][CH2:29][C@H:28]5O)[N:20]([CH3:25])[C:21]4=[O:24])=[N:16]3)=[CH:12][CH:11]=2)[CH:9]=[CH:8][CH:7]=[N:6]1.